Dataset: Reaction yield outcomes from USPTO patents with 853,638 reactions. Task: Predict the reaction yield, written as a fraction of the theoretical maximum amount of product (1.0 means a 100% yield; for example, 0.34 means a 34% yield). (1) The product is [N+:8]([C:5]1[CH:6]=[CH:7][C:2]([N:11]2[CH2:16][CH2:15][O:14][CH2:13][CH2:12]2)=[CH:3][CH:4]=1)([O-:10])=[O:9]. The yield is 0.560. The reactants are Cl[C:2]1[CH:7]=[CH:6][C:5]([N+:8]([O-:10])=[O:9])=[CH:4][CH:3]=1.[NH:11]1[CH2:16][CH2:15][O:14][CH2:13][CH2:12]1.[O-]P([O-])([O-])=O.[K+].[K+].[K+]. The catalyst is COCCOC.C1C=CC(/C=C/C(/C=C/C2C=CC=CC=2)=O)=CC=1.C1C=CC(/C=C/C(/C=C/C2C=CC=CC=2)=O)=CC=1.[Pd]. (2) The reactants are [F:1][CH:2]([F:18])[C:3]1[CH:8]=[CH:7][C:6]([C:9]2[C:14]([F:15])=[CH:13][N:12]=[C:11]([C:16]#[N:17])[CH:10]=2)=[CH:5][CH:4]=1. The catalyst is [Pd].CO. The product is [F:18][CH:2]([F:1])[C:3]1[CH:4]=[CH:5][C:6]([C:9]2[C:14]([F:15])=[CH:13][N:12]=[C:11]([CH2:16][NH2:17])[CH:10]=2)=[CH:7][CH:8]=1. The yield is 0.940. (3) The reactants are [N+:1]([C:4]1[CH:15]=[CH:14][C:7]2[NH:8][C:9](=[O:13])[CH2:10][CH2:11][CH2:12][C:6]=2[CH:5]=1)([O-:3])=[O:2].Br[CH2:17][C:18]([O:20][CH3:21])=[O:19].[H-].[Na+]. The catalyst is CN(C=O)C. The product is [CH3:21][O:20][C:18](=[O:19])[CH2:17][N:8]1[C:9](=[O:13])[CH2:10][CH2:11][CH2:12][C:6]2[CH:5]=[C:4]([N+:1]([O-:3])=[O:2])[CH:15]=[CH:14][C:7]1=2. The yield is 0.900. (4) The yield is 0.870. The catalyst is C(Cl)Cl. The product is [CH3:1][C@H:2]1[CH2:6][CH2:5][CH2:4][N:3]1[CH:7]1[CH2:11][CH2:10][C@H:9]([C:12]2[CH:17]=[CH:16][C:15]([NH:18][C:25]([CH:22]3[CH2:23][CH2:24][O:19][CH2:20][CH2:21]3)=[O:26])=[CH:14][CH:13]=2)[CH2:8]1. The reactants are [CH3:1][C@H:2]1[CH2:6][CH2:5][CH2:4][N:3]1[CH:7]1[CH2:11][CH2:10][C@H:9]([C:12]2[CH:17]=[CH:16][C:15]([NH2:18])=[CH:14][CH:13]=2)[CH2:8]1.[O:19]1[CH2:24][CH2:23][CH:22]([C:25](Cl)=[O:26])[CH2:21][CH2:20]1.N1C=CC=CC=1.N.CO. (5) The reactants are C(OC([N:8]1[CH2:13][CH2:12][CH2:11][C:10]([C:16]2[N:17]([CH3:43])[C:18]3[C:23]([N:24]=2)=[C:22]([N:25]2[CH2:30][CH2:29][O:28][CH2:27][CH2:26]2)[N:21]=[C:20]([N:31]2[C:35]4[CH:36]=[CH:37][CH:38]=[CH:39][C:34]=4[N:33]=[C:32]2[CH:40]([CH3:42])[CH3:41])[N:19]=3)([O:14][CH3:15])[CH2:9]1)=O)(C)(C)C.Cl. The catalyst is C(Cl)Cl.O1CCOCC1.CO. The product is [CH:40]([C:32]1[N:31]([C:20]2[N:19]=[C:18]3[C:23]([N:24]=[C:16]([C:10]4([O:14][CH3:15])[CH2:11][CH2:12][CH2:13][NH:8][CH2:9]4)[N:17]3[CH3:43])=[C:22]([N:25]3[CH2:26][CH2:27][O:28][CH2:29][CH2:30]3)[N:21]=2)[C:35]2[CH:36]=[CH:37][CH:38]=[CH:39][C:34]=2[N:33]=1)([CH3:42])[CH3:41]. The yield is 0.890. (6) The reactants are C(=O)([O-])[O-].[K+].[K+].[CH3:7][O:8][C:9](=[O:34])[C@@H:10]([NH:26][C:27]([O:29][C:30]([CH3:33])([CH3:32])[CH3:31])=[O:28])[CH2:11][C:12]1[CH:17]=[CH:16][C:15](OS(C(F)(F)F)(=O)=O)=[CH:14][CH:13]=1.[C:35]1(B(O)O)[CH:40]=[CH:39][CH:38]=[CH:37][CH:36]=1.N#N. The catalyst is O.O1CCOCC1.C1C=CC([P]([Pd]([P](C2C=CC=CC=2)(C2C=CC=CC=2)C2C=CC=CC=2)([P](C2C=CC=CC=2)(C2C=CC=CC=2)C2C=CC=CC=2)[P](C2C=CC=CC=2)(C2C=CC=CC=2)C2C=CC=CC=2)(C2C=CC=CC=2)C2C=CC=CC=2)=CC=1. The product is [C:15]1([C:35]2[CH:40]=[CH:39][CH:38]=[CH:37][CH:36]=2)[CH:16]=[CH:17][C:12]([CH2:11][C@H:10]([NH:26][C:27]([O:29][C:30]([CH3:33])([CH3:32])[CH3:31])=[O:28])[C:9]([O:8][CH3:7])=[O:34])=[CH:13][CH:14]=1. The yield is 0.700. (7) The reactants are [NH2:1][C:2]1[CH:7]=[CH:6][C:5]([C:8]2[N:9]([CH2:21][CH3:22])[C:10]3[C:15]([C:16]=2[C:17]#[N:18])=[CH:14][CH:13]=[C:12]([O:19][CH3:20])[CH:11]=3)=[CH:4][CH:3]=1.C(N(CC)CC)C.[CH3:30][S:31](Cl)(=[O:33])=[O:32]. The catalyst is C1COCC1.O. The product is [C:17]([C:16]1[C:15]2[C:10](=[CH:11][C:12]([O:19][CH3:20])=[CH:13][CH:14]=2)[N:9]([CH2:21][CH3:22])[C:8]=1[C:5]1[CH:4]=[CH:3][C:2]([NH:1][S:31]([CH3:30])(=[O:33])=[O:32])=[CH:7][CH:6]=1)#[N:18]. The yield is 0.680. (8) The reactants are [F:1][C:2]1[CH:7]=[C:6]([O:8][CH2:9][C:10]2[CH:15]=[CH:14][C:13]([F:16])=[CH:12][CH:11]=2)[CH:5]=[CH:4][C:3]=1[NH2:17].Cl.[C:19]([C:22]1([C:25]([NH2:27])=[O:26])[CH2:24][CH2:23]1)(O)=[O:20].Cl.CN(C)CCCN=C=NCC.C(N(CC)CC)C. The catalyst is C(Cl)Cl.O. The product is [F:1][C:2]1[CH:7]=[C:6]([O:8][CH2:9][C:10]2[CH:15]=[CH:14][C:13]([F:16])=[CH:12][CH:11]=2)[CH:5]=[CH:4][C:3]=1[NH:17][C:19]([C:22]1([C:25]([NH2:27])=[O:26])[CH2:24][CH2:23]1)=[O:20]. The yield is 0.380. (9) The reactants are [CH2:1]([O:8][NH:9][C@H:10]1[CH2:15][NH:14][C@H:13]([C:16]([O:18][CH3:19])=[O:17])[CH2:12][CH2:11]1)[C:2]1[CH:7]=[CH:6][CH:5]=[CH:4][CH:3]=1.C(#N)C.[O:23]=[C:24](Cl)OC(Cl)(Cl)Cl. The catalyst is CN(C)C1C=CN=CC=1.C(N(CC)CC)C. The product is [CH2:1]([O:8][N:9]1[C:24](=[O:23])[N:14]2[CH2:15][C@H:10]1[CH2:11][CH2:12][C@H:13]2[C:16]([O:18][CH3:19])=[O:17])[C:2]1[CH:3]=[CH:4][CH:5]=[CH:6][CH:7]=1. The yield is 0.710.